Predict the reactants needed to synthesize the given product. From a dataset of Full USPTO retrosynthesis dataset with 1.9M reactions from patents (1976-2016). (1) Given the product [OH:26][CH2:27][C:28]1[CH:33]=[C:32]([C:2]2[CH:7]=[CH:6][C:5]([C:8](=[C:16]3[CH2:21][C:20]([CH3:23])([CH3:22])[CH2:19][C:18]([CH3:24])([CH3:25])[CH2:17]3)[C:9]3[CH:14]=[CH:13][C:12]([OH:15])=[CH:11][CH:10]=3)=[CH:4][CH:3]=2)[CH:31]=[CH:30][CH:29]=1, predict the reactants needed to synthesize it. The reactants are: Br[C:2]1[CH:7]=[CH:6][C:5]([C:8](=[C:16]2[CH2:21][C:20]([CH3:23])([CH3:22])[CH2:19][C:18]([CH3:25])([CH3:24])[CH2:17]2)[C:9]2[CH:14]=[CH:13][C:12]([OH:15])=[CH:11][CH:10]=2)=[CH:4][CH:3]=1.[OH:26][CH2:27][C:28]1[CH:29]=[C:30](B(O)O)[CH:31]=[CH:32][CH:33]=1.C([O-])([O-])=O.[Na+].[Na+]. (2) Given the product [F:12][C:4]1[CH:3]=[C:2]([C:21]2[N:20]([C:18]([O:17][C:13]([CH3:16])([CH3:15])[CH3:14])=[O:19])[CH:24]=[CH:23][CH:22]=2)[CH:11]=[CH:10][C:5]=1[C:6]([O:8][CH3:9])=[O:7], predict the reactants needed to synthesize it. The reactants are: Br[C:2]1[CH:11]=[CH:10][C:5]([C:6]([O:8][CH3:9])=[O:7])=[C:4]([F:12])[CH:3]=1.[C:13]([O:17][C:18]([N:20]1[CH:24]=[CH:23][CH:22]=[C:21]1B(O)O)=[O:19])([CH3:16])([CH3:15])[CH3:14].C([O-])([O-])=O.[Na+].[Na+]. (3) Given the product [CH3:2][C:3]1[CH:29]=[CH:28][C:27]([CH3:30])=[CH:26][C:4]=1/[CH:5]=[CH:72]/[C:71]1[CH:70]=[C:69]([CH2:68][CH2:67][CH2:66][N:57]2[C:58](=[O:65])[C:59]3[C:64](=[CH:63][CH:62]=[CH:61][CH:60]=3)[C:56]2=[O:55])[CH:76]=[CH:75][CH:74]=1, predict the reactants needed to synthesize it. The reactants are: [Br-].[CH3:2][C:3]1[CH:29]=[CH:28][C:27]([CH3:30])=[CH:26][C:4]=1[CH2:5][P+](C1C=CC=CC=1)(C1C=CC=CC=1)C1C=CC=CC=1C.CC(C)([O-])C.[K+].C1OCCOCCOCCOCCOCCOC1.[O:55]=[C:56]1[C:64]2[C:59](=[CH:60][CH:61]=[CH:62][CH:63]=2)[C:58](=[O:65])[N:57]1[CH2:66][CH2:67][CH2:68][C:69]1[CH:70]=[C:71]([CH:74]=[CH:75][CH:76]=1)[CH:72]=O. (4) Given the product [Cl:1][C:2]1[CH:3]=[C:4]2[C:8](=[CH:9][CH:10]=1)[NH:7][CH:6]=[C:5]2[CH2:11][CH2:12][NH:13][C:14](=[O:23])[C:15]1[CH:20]=[CH:19][C:18]([CH2:21][C:29]2[CH:28]=[CH:27][CH:26]=[C:25]([Cl:24])[CH:30]=2)=[CH:17][CH:16]=1, predict the reactants needed to synthesize it. The reactants are: [Cl:1][C:2]1[CH:3]=[C:4]2[C:8](=[CH:9][CH:10]=1)[NH:7][CH:6]=[C:5]2[CH2:11][CH2:12][NH:13][C:14](=[O:23])[C:15]1[CH:20]=[CH:19][C:18]([CH2:21]Cl)=[CH:17][CH:16]=1.[Cl:24][C:25]1[CH:26]=[C:27](B(O)O)[CH:28]=[CH:29][CH:30]=1.C(=O)([O-])[O-].[Na+].[Na+].[I-].[Na+]. (5) Given the product [CH2:12]([O:14][C:15]([C:17]1[CH:18]=[N:19][N:20]([C:22]2[NH:31][C:30](=[O:32])[C:29]3[C:24](=[CH:25][C:26]4[CH2:33][CH2:34][CH2:35][CH2:36][C:27]=4[CH:28]=3)[N:23]=2)[CH:21]=1)=[O:16])[CH3:13], predict the reactants needed to synthesize it. The reactants are: C1C2CCCCC=2C=CC=1N.[CH2:12]([O:14][C:15]([C:17]1[CH:18]=[N:19][N:20]([C:22]2[NH:31][C:30](=[O:32])[C:29]3[C:28]4[CH2:33][CH2:34][CH2:35][CH2:36][C:27]=4[CH:26]=[CH:25][C:24]=3[N:23]=2)[CH:21]=1)=[O:16])[CH3:13].